From a dataset of Reaction yield outcomes from USPTO patents with 853,638 reactions. Predict the reaction yield, written as a fraction of the theoretical maximum amount of product (1.0 means a 100% yield; for example, 0.34 means a 34% yield). (1) The reactants are [CH3:1][O:2][C:3]([C@@H:5]1[C@@H:9]([OH:10])[CH2:8][CH2:7][N:6]1[C:11]([NH:13][C:14]1[CH:19]=[CH:18][C:17]([C:20]#[N:21])=[C:16]([Cl:22])[C:15]=1[CH3:23])=[O:12])=[O:4].N1C=CN=C1.[Si:29](Cl)([C:32]([CH3:35])([CH3:34])[CH3:33])([CH3:31])[CH3:30].CO. The catalyst is CN(C=O)C. The yield is 1.00. The product is [CH3:1][O:2][C:3]([C@@H:5]1[C@@H:9]([O:10][Si:29]([C:32]([CH3:35])([CH3:34])[CH3:33])([CH3:31])[CH3:30])[CH2:8][CH2:7][N:6]1[C:11]([NH:13][C:14]1[CH:19]=[CH:18][C:17]([C:20]#[N:21])=[C:16]([Cl:22])[C:15]=1[CH3:23])=[O:12])=[O:4]. (2) The reactants are C[O:2][C:3]([C:5]1[S:9][C:8]([CH2:10][CH:11]([C:13]2[N:14]([C:19]3[CH:24]=[CH:23][C:22]([F:25])=[CH:21][CH:20]=3)[N:15]=[N:16][C:17]=2[CH3:18])O)=[N:7][C:6]=1[CH3:26])=[O:4]. The catalyst is S(=O)(=O)(O)O. The product is [F:25][C:22]1[CH:21]=[CH:20][C:19]([N:14]2[C:13](/[CH:11]=[CH:10]/[C:8]3[S:9][C:5]([C:3]([OH:4])=[O:2])=[C:6]([CH3:26])[N:7]=3)=[C:17]([CH3:18])[N:16]=[N:15]2)=[CH:24][CH:23]=1. The yield is 0.770. (3) The reactants are C([O:3][C:4]([CH:6]1[CH2:11][CH2:10][N:9]([C:12]2[CH:17]=[C:16]([C:18]3[CH:23]=[CH:22][CH:21]=[CH:20][CH:19]=3)[N:15]=[C:14]3[CH:24]=[CH:25][S:26][C:13]=23)[CH2:8][CH2:7]1)=O)C.[CH2:27]([NH2:29])[CH3:28].[Na]. The catalyst is CO. The product is [CH2:27]([NH:29][C:4]([CH:6]1[CH2:7][CH2:8][N:9]([C:12]2[CH:17]=[C:16]([C:18]3[CH:19]=[CH:20][CH:21]=[CH:22][CH:23]=3)[N:15]=[C:14]3[CH:24]=[CH:25][S:26][C:13]=23)[CH2:10][CH2:11]1)=[O:3])[CH3:28]. The yield is 0.390. (4) The reactants are [N:1]12[CH2:9][CH:5]([CH2:6][CH2:7][CH2:8]1)[C:4](=[O:10])[CH2:3][CH2:2]2.N1C2C(=CC(C3C=NC(O[C@@H]4[C@H]5CN(CCC5)CC4)=NC=3)=CC=2)C=C1.[BH4-].[Na+].O. The catalyst is CO. The product is [N:1]12[CH2:9][CH:5]([CH2:6][CH2:7][CH2:8]1)[CH:4]([OH:10])[CH2:3][CH2:2]2. The yield is 0.910. (5) The reactants are [OH:1][C@@:2]1([C:9]#[C:10][C:11]2[CH:12]=[C:13]([C:20]3[N:25]=[C:24]([C:26]([O:28]CC)=O)[CH:23]=[CH:22][CH:21]=3)[C:14]3[O:18][CH2:17][CH2:16][C:15]=3[CH:19]=2)[CH2:6][CH2:5][N:4]([CH3:7])[C:3]1=[O:8].[NH3:31]. No catalyst specified. The product is [OH:1][C@@:2]1([C:9]#[C:10][C:11]2[CH:12]=[C:13]([C:20]3[N:25]=[C:24]([C:26]([NH2:31])=[O:28])[CH:23]=[CH:22][CH:21]=3)[C:14]3[O:18][CH2:17][CH2:16][C:15]=3[CH:19]=2)[CH2:6][CH2:5][N:4]([CH3:7])[C:3]1=[O:8]. The yield is 0.140. (6) The reactants are Cl[C:2]1[N:7]=[CH:6][C:5]([N:8]2[C:12]([C:13]3[CH:18]=[CH:17][CH:16]=[CH:15][CH:14]=3)=[CH:11][C:10]([C:19]([N:21]3[CH2:26][CH2:25][N:24]([CH3:27])[CH2:23][CH2:22]3)=[O:20])=[N:9]2)=[CH:4][CH:3]=1.[CH3:28][N:29](C)C=O. The catalyst is CN.CO. The product is [CH3:28][NH:29][C:2]1[N:7]=[CH:6][C:5]([N:8]2[C:12]([C:13]3[CH:18]=[CH:17][CH:16]=[CH:15][CH:14]=3)=[CH:11][C:10]([C:19]([N:21]3[CH2:26][CH2:25][N:24]([CH3:27])[CH2:23][CH2:22]3)=[O:20])=[N:9]2)=[CH:4][CH:3]=1. The yield is 0.0400.